Dataset: Reaction yield outcomes from USPTO patents with 853,638 reactions. Task: Predict the reaction yield, written as a fraction of the theoretical maximum amount of product (1.0 means a 100% yield; for example, 0.34 means a 34% yield). The reactants are COC1[CH:24]=[CH:23][C:6]([C:7](Cl)([C:16]2[CH:21]=[CH:20]C=CC=2)[C:8]2[CH:13]=[CH:12][C:11]([O:14][CH3:15])=[CH:10][CH:9]=2)=CC=1.[NH:25]1[CH2:30][CH2:29][CH2:28][CH2:27][CH2:26]1.[C:31](#N)[CH3:32]. The catalyst is CCCCCC. The product is [CH3:15][O:14][C:11]1[CH:10]=[CH:9][C:8]([C:7]2[C:6]([C:32]3[CH:31]=[CH:12][C:11]([O:14][CH3:15])=[CH:10][CH:9]=3)=[C:23]([CH2:24][N:25]3[CH2:30][CH2:29][CH2:28][CH2:27][CH2:26]3)[CH:20]=[CH:21][CH:16]=2)=[CH:13][CH:12]=1. The yield is 0.850.